Task: Predict the product of the given reaction.. Dataset: Forward reaction prediction with 1.9M reactions from USPTO patents (1976-2016) (1) Given the reactants [C:1]([O:4][C@@H:5]1[C@@H:18]([O:19][C:20](=[O:22])[CH3:21])[C@H:17]([O:23][C:24](=[O:26])[CH3:25])[CH2:16][S:15][C@H:6]1[O:7][C:8]1[CH:9]=[N:10][CH:11]=[C:12](Br)[CH:13]=1)(=[O:3])[CH3:2].[F:27][C:28]1[CH:29]=[C:30](B(O)O)[CH:31]=[CH:32][C:33]=1[O:34][CH:35]([CH3:37])[CH3:36], predict the reaction product. The product is: [C:1]([O:4][C@@H:5]1[C@@H:18]([O:19][C:20](=[O:22])[CH3:21])[C@H:17]([O:23][C:24](=[O:26])[CH3:25])[CH2:16][S:15][C@H:6]1[O:7][C:8]1[CH:9]=[N:10][CH:11]=[C:12]([C:30]2[CH:31]=[CH:32][C:33]([O:34][CH:35]([CH3:36])[CH3:37])=[C:28]([F:27])[CH:29]=2)[CH:13]=1)(=[O:3])[CH3:2]. (2) Given the reactants Cl[C:2]1[CH:3]=[CH:4][C:5]([C:11]([F:14])([F:13])[F:12])=[C:6]([CH:10]=1)[C:7]([OH:9])=[O:8].C(=O)([O-])[O-].[Cs+].[Cs+].[CH2:21](Br)[C:22]1[CH:27]=[CH:26][CH:25]=[CH:24][CH:23]=1.C[C:30]([N:32](C)C)=O, predict the reaction product. The product is: [C:30]([C:2]1[CH:3]=[CH:4][C:5]([C:11]([F:14])([F:13])[F:12])=[C:6]([CH:10]=1)[C:7]([O:9][CH2:21][C:22]1[CH:27]=[CH:26][CH:25]=[CH:24][CH:23]=1)=[O:8])#[N:32]. (3) Given the reactants [NH2:1][C:2]1[N:6]([CH3:7])[N:5]=[C:4]([C:8]([O:10][CH3:11])=[O:9])[CH:3]=1.ClC(Cl)(O[C:16](=[O:22])OC(Cl)(Cl)Cl)Cl.CCN(C(C)C)C(C)C.[CH2:33]([NH2:37])[CH:34]([CH3:36])[CH3:35], predict the reaction product. The product is: [CH2:33]([NH:37][C:16](=[O:22])[NH:1][C:2]1[N:6]([CH3:7])[N:5]=[C:4]([C:8]([O:10][CH3:11])=[O:9])[CH:3]=1)[CH:34]([CH3:36])[CH3:35]. (4) Given the reactants [NH:1]1[CH2:6][CH2:5][CH:4]([NH:7][C:8]2[O:9][C:10]3[CH:16]=[CH:15][C:14]([O:17][CH2:18][C:19]#[N:20])=[CH:13][C:11]=3[N:12]=2)[CH2:3][CH2:2]1.C(OC(N1CCC(NC2OC3C=CC(OCC#N)=CC=3N=2)CC1)=O)(C)(C)C.FC(F)(F)C(O)=O.[CH2:55]([O:57][C:58]1[CH:59]=[C:60]([CH:63]=[C:64]([O:67][CH2:68][CH3:69])[C:65]=1[F:66])[CH:61]=O)[CH3:56].C([BH3-])#N.[Na+].C(N(C(C)C)C(C)C)C, predict the reaction product. The product is: [CH2:55]([O:57][C:58]1[CH:59]=[C:60]([CH:63]=[C:64]([O:67][CH2:68][CH3:69])[C:65]=1[F:66])[CH2:61][N:1]1[CH2:2][CH2:3][CH:4]([NH:7][C:8]2[O:9][C:10]3[CH:16]=[CH:15][C:14]([O:17][CH2:18][C:19]#[N:20])=[CH:13][C:11]=3[N:12]=2)[CH2:5][CH2:6]1)[CH3:56]. (5) Given the reactants [CH2:1]([O:8][C:9]([CH3:29])([CH3:28])/[CH:10]=[CH:11]/[CH2:12][C@:13]1([C:18]([O:20]CC2C=CC=CC=2)=[O:19])[CH2:16][C:15](=[O:17])[O:14]1)[C:2]1[CH:7]=[CH:6][CH:5]=[CH:4][CH:3]=1.C([SiH](CC)CC)C, predict the reaction product. The product is: [CH2:1]([O:8][C:9]([CH3:29])([CH3:28])/[CH:10]=[CH:11]/[CH2:12][C@:13]1([C:18]([OH:20])=[O:19])[CH2:16][C:15](=[O:17])[O:14]1)[C:2]1[CH:7]=[CH:6][CH:5]=[CH:4][CH:3]=1.